Dataset: Reaction yield outcomes from USPTO patents with 853,638 reactions. Task: Predict the reaction yield, written as a fraction of the theoretical maximum amount of product (1.0 means a 100% yield; for example, 0.34 means a 34% yield). The reactants are [CH3:1][O:2][CH2:3][CH2:4]Cl.[OH:6][C:7]1[C:14]([OH:15])=[CH:13][CH:12]=[CH:11][C:8]=1[CH:9]=[O:10].[I-].[K+].C(=O)([O-])[O-].[K+].[K+]. The catalyst is CN(C=O)C. The product is [OH:15][C:14]1[C:7]([O:6][CH2:4][CH2:3][O:2][CH3:1])=[C:8]([CH:11]=[CH:12][CH:13]=1)[CH:9]=[O:10]. The yield is 0.310.